Dataset: Full USPTO retrosynthesis dataset with 1.9M reactions from patents (1976-2016). Task: Predict the reactants needed to synthesize the given product. (1) Given the product [Cl:1][C:2]1[CH:7]=[CH:6][C:5]([C:8]2[C:14]3[CH:15]=[C:16]([O:19][CH2:47][CH2:48][O:49][CH2:50][CH2:51][NH:52][C:53](=[O:54])[O:55][C:56]([CH3:59])([CH3:58])[CH3:57])[CH:17]=[CH:18][C:13]=3[N:12]3[C:20]([CH3:23])=[N:21][N:22]=[C:11]3[C@H:10]([CH2:24][C:25]([NH:27][CH2:28][CH3:29])=[O:26])[N:9]=2)=[CH:4][CH:3]=1, predict the reactants needed to synthesize it. The reactants are: [Cl:1][C:2]1[CH:7]=[CH:6][C:5]([C:8]2[C:14]3[CH:15]=[C:16]([OH:19])[CH:17]=[CH:18][C:13]=3[N:12]3[C:20]([CH3:23])=[N:21][N:22]=[C:11]3[C@H:10]([CH2:24][C:25]([NH:27][CH2:28][CH3:29])=[O:26])[N:9]=2)=[CH:4][CH:3]=1.C(=O)([O-])[O-].[K+].[K+].CC1C=CC(S(O[CH2:47][CH2:48][O:49][CH2:50][CH2:51][NH:52][C:53]([O:55][C:56]([CH3:59])([CH3:58])[CH3:57])=[O:54])(=O)=O)=CC=1.C(OC(=O)NCCOC1C=CC2N3C(C)=NN=C3[C@H](CC(NCC)=O)N=C(C3C=CC(Cl)=CC=3)C=2C=1)(C)(C)C. (2) The reactants are: [F:1][C:2]([F:13])([F:12])[CH:3]([C:5]1[CH:10]=[CH:9][CH:8]=[CH:7][C:6]=1I)[OH:4].[CH3:14][C:15]1[CH:19]=[C:18]([CH3:20])[NH:17][N:16]=1.C([O-])([O-])=O.[K+].[K+].CN[C@@H]1CCCC[C@H]1NC. Given the product [CH3:14][C:15]1[CH:19]=[C:18]([CH3:20])[N:17]([C:6]2[CH:7]=[CH:8][CH:9]=[CH:10][C:5]=2[CH:3]([OH:4])[C:2]([F:13])([F:12])[F:1])[N:16]=1, predict the reactants needed to synthesize it. (3) Given the product [Cl:25][C:26]1[N:31]=[C:30]([C:6]2[CH:7]=[CH:8][CH:9]=[C:4]([N+:1]([O-:3])=[O:2])[CH:5]=2)[CH:29]=[CH:28][N:27]=1, predict the reactants needed to synthesize it. The reactants are: [N+:1]([C:4]1[CH:5]=[C:6](B(O)O)[CH:7]=[CH:8][CH:9]=1)([O-:3])=[O:2].C(=O)([O-])[O-].[Na+].[Na+].C(COC)OC.[Cl:25][C:26]1[N:31]=[C:30](Cl)[CH:29]=[CH:28][N:27]=1. (4) Given the product [Cl:1][C:2]1[CH:3]=[C:4]([NH:5][S:17]([CH3:16])(=[O:19])=[O:18])[CH:6]=[CH:7][C:8]=1[C:9]1[CH:10]=[N:11][CH:12]=[CH:13][C:14]=1[CH3:15], predict the reactants needed to synthesize it. The reactants are: [Cl:1][C:2]1[CH:3]=[C:4]([CH:6]=[CH:7][C:8]=1[C:9]1[CH:10]=[N:11][CH:12]=[CH:13][C:14]=1[CH3:15])[NH2:5].[CH3:16][S:17](Cl)(=[O:19])=[O:18].[H-].[Na+].